Dataset: Forward reaction prediction with 1.9M reactions from USPTO patents (1976-2016). Task: Predict the product of the given reaction. (1) Given the reactants [N+:1]([C:4]1[CH:10]=[CH:9][C:7]([NH2:8])=[CH:6][CH:5]=1)([O-:3])=[O:2].[Cl:11][CH2:12][CH2:13][CH2:14][S:15](Cl)(=[O:17])=[O:16], predict the reaction product. The product is: [N+:1]([C:4]1[CH:10]=[CH:9][C:7]([NH:8][S:15]([CH2:14][CH2:13][CH2:12][Cl:11])(=[O:17])=[O:16])=[CH:6][CH:5]=1)([O-:3])=[O:2]. (2) Given the reactants Cl[C:2]1[CH:15]=[CH:14][C:13]2[C:12](=[O:16])[C:11]3[C:6](=[CH:7][CH:8]=[CH:9][CH:10]=3)[C:5](=[O:17])[C:4]=2[CH:3]=1.[C:18]1([C:27]2[CH:32]=[CH:31][CH:30]=[CH:29][CH:28]=2)[CH:23]=[CH:22][CH:21]=[CH:20][C:19]=1B(O)O.C(=O)([O-])[O-].[Cs+].[Cs+].C1(C)C=CC=CC=1.C1(P(C2CCCCC2)C2CCCCC2)CCCCC1, predict the reaction product. The product is: [C:18]1([C:27]2[CH:28]=[CH:29][CH:30]=[CH:31][CH:32]=2)[CH:23]=[CH:22][CH:21]=[CH:20][C:19]=1[C:2]1[CH:15]=[CH:14][C:13]2[C:12](=[O:16])[C:11]3[C:6](=[CH:7][CH:8]=[CH:9][CH:10]=3)[C:5](=[O:17])[C:4]=2[CH:3]=1.